From a dataset of Forward reaction prediction with 1.9M reactions from USPTO patents (1976-2016). Predict the product of the given reaction. (1) The product is: [N:11]12[CH2:17][CH:15]3[CH2:14][CH:13]([CH2:18][CH:9]([N:8]([C:4]4[CH:3]=[C:2]([C:24]5[CH:25]=[CH:26][C:21]([N:20]([CH3:30])[CH3:19])=[CH:22][CH:23]=5)[CH:7]=[N:6][CH:5]=4)[CH2:16]3)[CH2:10]1)[CH2:12]2. Given the reactants Br[C:2]1[CH:3]=[C:4]([N:8]2[CH2:16][CH:15]3[CH2:17][N:11]4[CH2:12][CH:13]([CH2:18][CH:9]2[CH2:10]4)[CH2:14]3)[CH:5]=[N:6][CH:7]=1.[CH3:19][N:20]([CH3:30])[C:21]1[CH:26]=[CH:25][C:24](B(O)O)=[CH:23][CH:22]=1, predict the reaction product. (2) Given the reactants [Cl:1][C:2]1[C:3]([C:9]2[CH:10]=[N:11][CH:12]=[C:13]([NH:15][CH2:16][CH:17]3[CH2:22][CH2:21][O:20][CH2:19][CH2:18]3)[CH:14]=2)=[CH:4][C:5](F)=[N:6][CH:7]=1.[OH-].[NH4+:24], predict the reaction product. The product is: [Cl:1][C:2]1[C:3]([C:9]2[CH:10]=[N:11][CH:12]=[C:13]([NH:15][CH2:16][CH:17]3[CH2:22][CH2:21][O:20][CH2:19][CH2:18]3)[CH:14]=2)=[CH:4][C:5]([NH2:24])=[N:6][CH:7]=1. (3) Given the reactants [F:1][C:2]1[CH:3]=[C:4]([N:9]2[C:14](=[O:15])[C:13]([O:16]S(C3C=CC(C)=CC=3)(=O)=O)=[C:12]([C:27]3[CH:32]=[CH:31][C:30]([S:33]([CH3:36])(=[O:35])=[O:34])=[CH:29][CH:28]=3)[CH:11]=[N:10]2)[CH:5]=[CH:6][C:7]=1[F:8].[CH:37]1([CH2:42][CH2:43]O)[CH2:41][CH2:40][CH2:39][CH2:38]1, predict the reaction product. The product is: [F:1][C:2]1[CH:3]=[C:4]([N:9]2[C:14](=[O:15])[C:13]([O:16][CH2:43][CH2:42][CH:37]3[CH2:41][CH2:40][CH2:39][CH2:38]3)=[C:12]([C:27]3[CH:32]=[CH:31][C:30]([S:33]([CH3:36])(=[O:34])=[O:35])=[CH:29][CH:28]=3)[CH:11]=[N:10]2)[CH:5]=[CH:6][C:7]=1[F:8].